This data is from Forward reaction prediction with 1.9M reactions from USPTO patents (1976-2016). The task is: Predict the product of the given reaction. (1) The product is: [C:11]([O:15][C:16]([NH:18][C@H:19]1[CH2:23][C@@:22]([CH2:37][CH2:36][O:35][Si:32]([C:29]([CH3:31])([CH3:30])[CH3:28])([CH3:34])[CH3:33])([C:24]([O:26][CH3:27])=[O:25])[CH:21]=[CH:20]1)=[O:17])([CH3:14])([CH3:13])[CH3:12]. Given the reactants [Li+].C[Si]([N-][Si](C)(C)C)(C)C.[C:11]([O:15][C:16]([NH:18][C@H:19]1[CH2:23][C@@H:22]([C:24]([O:26][CH3:27])=[O:25])[CH:21]=[CH:20]1)=[O:17])([CH3:14])([CH3:13])[CH3:12].[CH3:28][C:29]([Si:32]([O:35][CH2:36][CH2:37]I)([CH3:34])[CH3:33])([CH3:31])[CH3:30].Cl, predict the reaction product. (2) Given the reactants [Br:1][C:2]1[CH:7]=[CH:6][C:5]([CH:8]([CH3:13])[C:9]([O:11][CH3:12])=[O:10])=[CH:4][CH:3]=1.[CH3:14][Si]([N-][Si](C)(C)C)(C)C.[Na+].IC, predict the reaction product. The product is: [Br:1][C:2]1[CH:3]=[CH:4][C:5]([C:8]([CH3:14])([CH3:13])[C:9]([O:11][CH3:12])=[O:10])=[CH:6][CH:7]=1. (3) Given the reactants [F:1][C:2]1[C:3]([NH:22][CH3:23])=[CH:4][C:5]2[O:10][CH2:9][N:8]([C:11]3[CH:16]=[CH:15][C:14]([N+:17]([O-])=O)=[CH:13][CH:12]=3)[C:7](=[O:20])[C:6]=2[CH:21]=1, predict the reaction product. The product is: [NH2:17][C:14]1[CH:13]=[CH:12][C:11]([N:8]2[C:7](=[O:20])[C:6]3[CH:21]=[C:2]([F:1])[C:3]([NH:22][CH3:23])=[CH:4][C:5]=3[O:10][CH2:9]2)=[CH:16][CH:15]=1.